From a dataset of Forward reaction prediction with 1.9M reactions from USPTO patents (1976-2016). Predict the product of the given reaction. (1) The product is: [Cl:8][C:6]1[N:5]=[C:4]([N:9]2[CH2:14][CH2:13][O:12][CH2:11][CH2:10]2)[N:3]=[C:2]([N:18]2[CH2:17][CH2:16][N:15]([C:21]([O:23][C:24]([CH3:27])([CH3:26])[CH3:25])=[O:22])[CH2:20][CH2:19]2)[N:7]=1. Given the reactants Cl[C:2]1[N:7]=[C:6]([Cl:8])[N:5]=[C:4]([N:9]2[CH2:14][CH2:13][O:12][CH2:11][CH2:10]2)[N:3]=1.[N:15]1([C:21]([O:23][C:24]([CH3:27])([CH3:26])[CH3:25])=[O:22])[CH2:20][CH2:19][NH:18][CH2:17][CH2:16]1.C([O-])([O-])=O.[K+].[K+], predict the reaction product. (2) Given the reactants C(OC(N1C2C(=C(C[N:18]3[C:22]4[CH:23]=[CH:24][CH:25]=[CH:26][C:21]=4[N:20]([CH:27]4[CH2:32][CH2:31][N:30](C(OC(C)(C)C)=O)[CH2:29][CH2:28]4)[C:19]3=[NH:40])C=CC=2)C=C1)=O)(C)(C)C.C(O)(C(F)(F)F)=O.O, predict the reaction product. The product is: [NH:30]1[CH2:29][CH2:28][CH:27]([N:20]2[C:21]3[CH:26]=[CH:25][CH:24]=[CH:23][C:22]=3[NH:18][C:19]2=[NH:40])[CH2:32][CH2:31]1.